From a dataset of Reaction yield outcomes from USPTO patents with 853,638 reactions. Predict the reaction yield, written as a fraction of the theoretical maximum amount of product (1.0 means a 100% yield; for example, 0.34 means a 34% yield). (1) The reactants are [Cl:1][C:2]1[C:10]2[O:9][CH2:8][O:7][C:6]=2[CH:5]=[C:4]([CH2:11]Cl)[CH:3]=1.[C-:13]#[N:14].[Na+].O. The catalyst is CS(C)=O. The product is [Cl:1][C:2]1[C:10]2[O:9][CH2:8][O:7][C:6]=2[CH:5]=[C:4]([CH2:11][C:13]#[N:14])[CH:3]=1. The yield is 0.580. (2) The reactants are [CH3:1][CH:2]([CH3:39])[C@H:3]([N:8]1[CH2:16][C:15]2[C:10](=[CH:11][C:12]([C:17]3[CH:22]=[CH:21][C:20]([NH:23][C:24](=[O:37])[C:25]4[CH:30]=[CH:29][C:28]([N:31]5[CH2:36][CH2:35]O[CH2:33][CH2:32]5)=[N:27][CH:26]=4)=[CH:19][CH:18]=3)=[CH:13][CH:14]=2)[C:9]1=[O:38])[C:4]([O:6][CH3:7])=[O:5].N1CCCC[CH2:41]1. No catalyst specified. The product is [CH3:39][CH:2]([CH3:1])[C@H:3]([N:8]1[CH2:16][C:15]2[C:10](=[CH:11][C:12]([C:17]3[CH:22]=[CH:21][C:20]([NH:23][C:24](=[O:37])[C:25]4[CH:30]=[CH:29][C:28]([N:31]5[CH2:32][CH2:33][CH2:41][CH2:35][CH2:36]5)=[N:27][CH:26]=4)=[CH:19][CH:18]=3)=[CH:13][CH:14]=2)[C:9]1=[O:38])[C:4]([O:6][CH3:7])=[O:5]. The yield is 0.910. (3) The reactants are [Cl:1][C:2]1[CH:3]=[C:4]2[C:9](=[CH:10][C:11]=1[Cl:12])[CH:8]=[N:7][C:6]([N:13]=[C:14]=S)=[CH:5]2.C(=O)([O-])[O-].[Cs+].[Cs+].Cl.Cl.[NH2:24][CH2:25][C@@:26]1([OH:34])[CH:31]2[CH2:32][CH2:33][N:28]([CH2:29][CH2:30]2)[CH2:27]1.C(N=C=NC(C)C)(C)C. The catalyst is CN(C=O)C. The product is [Cl:1][C:2]1[CH:3]=[C:4]2[C:9](=[CH:10][C:11]=1[Cl:12])[CH:8]=[N:7][C:6]([NH:13][C:14]1[O:34][C@:26]3([CH2:25][N:24]=1)[CH:31]1[CH2:32][CH2:33][N:28]([CH2:29][CH2:30]1)[CH2:27]3)=[CH:5]2. The yield is 0.612. (4) The reactants are [CH3:1][C:2]([CH3:30])([CH3:29])[C:3](=[O:28])[CH2:4][O:5][C:6]1[CH:11]=[CH:10][C:9]([C:12]([C:17]2[S:21][C:20]([S:22]([NH2:25])(=[O:24])=[O:23])=[C:19]([CH3:26])[CH:18]=2)([CH2:15][CH3:16])[CH2:13][CH3:14])=[CH:8][C:7]=1[CH3:27].[CH3:31][O:32][CH2:33][C:34](O)=[O:35]. No catalyst specified. The product is [CH3:31][O:32][CH2:33][C:34]([NH:25][S:22]([C:20]1[S:21][C:17]([C:12]([C:9]2[CH:10]=[CH:11][C:6]([O:5][CH2:4][C:3](=[O:28])[C:2]([CH3:1])([CH3:29])[CH3:30])=[C:7]([CH3:27])[CH:8]=2)([CH2:13][CH3:14])[CH2:15][CH3:16])=[CH:18][C:19]=1[CH3:26])(=[O:24])=[O:23])=[O:35]. The yield is 0.840.